Regression. Given two drug SMILES strings and cell line genomic features, predict the synergy score measuring deviation from expected non-interaction effect. From a dataset of NCI-60 drug combinations with 297,098 pairs across 59 cell lines. Drug 2: CC1CCCC2(C(O2)CC(NC(=O)CC(C(C(=O)C(C1O)C)(C)C)O)C(=CC3=CSC(=N3)C)C)C. Drug 1: C1=NC(=NC(=O)N1C2C(C(C(O2)CO)O)O)N. Synergy scores: CSS=64.3, Synergy_ZIP=1.65, Synergy_Bliss=-1.06, Synergy_Loewe=1.94, Synergy_HSA=2.18. Cell line: OVCAR-8.